From a dataset of Reaction yield outcomes from USPTO patents with 853,638 reactions. Predict the reaction yield, written as a fraction of the theoretical maximum amount of product (1.0 means a 100% yield; for example, 0.34 means a 34% yield). The reactants are [CH3:1][O:2][C:3]([NH:5][C@H:6]([C:11]([N:13]1[CH2:17][C@@H:16]([CH3:18])[CH2:15][C@H:14]1[C:19]1[NH:20][C:21]([C:24]2[CH:29]=[C:28]3[CH2:30][O:31][C:32]4[CH:59]=[C:58]5[C:35]([CH:36]=[CH:37][C:38]6[N:42]=[C:41]([C@@H:43]7[CH2:47][C@H:46]([CH2:48][O:49][CH3:50])[CH2:45][N:44]7C(OC(C)(C)C)=O)[NH:40][C:39]=65)=[CH:34][C:33]=4[C:27]3=[CH:26][CH:25]=2)=[CH:22][N:23]=1)=[O:12])[C@@H:7]([CH2:9][CH3:10])[CH3:8])=[O:4].[CH3:60][O:61][C@H:62]([CH3:72])[C@H:63]([NH:67][C:68]([O:70][CH3:71])=[O:69])[C:64]([OH:66])=O.CN(C(ON1N=NC2C=CC=NC1=2)=[N+](C)C)C.F[P-](F)(F)(F)(F)F.CN1CCOCC1. The catalyst is Cl.CCO.CN(C=O)C. The product is [CH3:71][O:70][C:68]([NH:67][C@H:63]([C:64]([N:44]1[CH2:45][C@@H:46]([CH2:48][O:49][CH3:50])[CH2:47][C@H:43]1[C:41]1[NH:40][C:39]2[C:58]3[C:35]([CH:36]=[CH:37][C:38]=2[N:42]=1)=[CH:34][C:33]1[C:27]2[C:28]([CH2:30][O:31][C:32]=1[CH:59]=3)=[CH:29][C:24]([C:21]1[NH:20][C:19]([C@@H:14]3[CH2:15][C@H:16]([CH3:18])[CH2:17][N:13]3[C:11](=[O:12])[C@@H:6]([NH:5][C:3](=[O:4])[O:2][CH3:1])[C@H:7]([CH3:8])[CH2:9][CH3:10])=[N:23][CH:22]=1)=[CH:25][CH:26]=2)=[O:66])[C@H:62]([CH3:72])[O:61][CH3:60])=[O:69]. The yield is 0.810.